This data is from Forward reaction prediction with 1.9M reactions from USPTO patents (1976-2016). The task is: Predict the product of the given reaction. Given the reactants [Br:1][C:2]1[N:6](S(N(C)C)(=O)=O)[N:5]=[C:4]([C:13]([F:16])([F:15])[F:14])[CH:3]=1.FC(F)(F)C(O)=O, predict the reaction product. The product is: [Br:1][C:2]1[NH:6][N:5]=[C:4]([C:13]([F:16])([F:15])[F:14])[CH:3]=1.